From a dataset of Forward reaction prediction with 1.9M reactions from USPTO patents (1976-2016). Predict the product of the given reaction. (1) Given the reactants N[C:2]([CH3:6])([CH3:5])[CH2:3]O.[N+:7]([C:10]1[CH:11]=[C:12]([S:16](Cl)(=[O:18])=[O:17])[CH:13]=[CH:14][CH:15]=1)([O-:9])=[O:8].C([N:22](CC)CC)C.O, predict the reaction product. The product is: [N+:7]([C:10]1[CH:11]=[C:12]([S:16]([NH:22][CH2:3][CH:2]2[CH2:6][CH2:5]2)(=[O:18])=[O:17])[CH:13]=[CH:14][CH:15]=1)([O-:9])=[O:8]. (2) Given the reactants [CH2:1]([O:8][C:9]1[CH:18]=[C:17]2[C:12]([CH2:13][CH2:14][C:15](=[O:19])[NH:16]2)=[CH:11][CH:10]=1)[C:2]1[CH:7]=[CH:6][CH:5]=[CH:4][CH:3]=1.[H-].[Na+].Br[CH2:23][CH2:24][CH2:25][O:26][CH3:27], predict the reaction product. The product is: [CH2:1]([O:8][C:9]1[CH:18]=[C:17]2[C:12]([CH2:13][CH2:14][C:15](=[O:19])[N:16]2[CH2:23][CH2:24][CH2:25][O:26][CH3:27])=[CH:11][CH:10]=1)[C:2]1[CH:3]=[CH:4][CH:5]=[CH:6][CH:7]=1. (3) Given the reactants [NH2:1][C:2]1[C:3]([C:8]#[C:9][C:10]2[CH:15]=[CH:14][N:13]=[C:12]([NH:16][C:17](=[O:19])[CH3:18])[CH:11]=2)=[N:4][CH:5]=[CH:6][N:7]=1.[C:20](O)([C:22]([F:25])([F:24])[F:23])=[O:21], predict the reaction product. The product is: [C:17]([NH:16][C:12]1[CH:11]=[C:10]([C:9]#[C:8][C:3]2[C:2]([NH:1][C:20](=[O:21])[C:22]([F:25])([F:24])[F:23])=[N:7][CH:6]=[CH:5][N:4]=2)[CH:15]=[CH:14][N:13]=1)(=[O:19])[CH3:18]. (4) Given the reactants [N:1]1[CH:6]=[CH:5][CH:4]=[CH:3][C:2]=1[C:7]1[CH:18]=[CH:17][C:10]([CH2:11]OS(C)(=O)=O)=[CH:9][CH:8]=1.[F:19][C:20]1[C:25]([F:26])=[CH:24][CH:23]=[CH:22][C:21]=1[C:27]1[N:35]=[C:30]2[CH:31]=[N:32][NH:33][CH:34]=[C:29]2[N:28]=1, predict the reaction product. The product is: [F:19][C:20]1[C:25]([F:26])=[CH:24][CH:23]=[CH:22][C:21]=1[C:27]1[N:35]=[C:30]2[CH:31]=[N:32][N:33]([CH2:11][C:10]3[CH:17]=[CH:18][C:7]([C:2]4[CH:3]=[CH:4][CH:5]=[CH:6][N:1]=4)=[CH:8][CH:9]=3)[CH:34]=[C:29]2[N:28]=1. (5) Given the reactants [C:1]([O:5][C:6]([N:8]([CH2:22][C:23]#[C:24][C:25]1[S:26][CH:27]=[CH:28][CH:29]=1)[CH2:9][CH2:10][N:11]([CH:19]([CH3:21])[CH3:20])[C:12](=[O:18])[C:13]([O:15]CC)=[O:14])=[O:7])([CH3:4])([CH3:3])[CH3:2].[OH-].[K+].Cl, predict the reaction product. The product is: [C:1]([O:5][C:6]([N:8]([CH2:22][C:23]#[C:24][C:25]1[S:26][CH:27]=[CH:28][CH:29]=1)[CH2:9][CH2:10][N:11]([CH:19]([CH3:21])[CH3:20])[C:12](=[O:18])[C:13]([OH:15])=[O:14])=[O:7])([CH3:3])([CH3:4])[CH3:2]. (6) Given the reactants [NH2:1][C:2]1[CH:3]=[C:4]([CH:8]=[CH:9][C:10]=1[O:11][CH3:12])[C:5]([OH:7])=O.[NH2:13][C:14]1[CH:19]=[CH:18][CH:17]=[CH:16][CH:15]=1, predict the reaction product. The product is: [NH2:1][C:2]1[CH:3]=[C:4]([CH:8]=[CH:9][C:10]=1[O:11][CH3:12])[C:5]([NH:13][C:14]1[CH:19]=[CH:18][CH:17]=[CH:16][CH:15]=1)=[O:7]. (7) Given the reactants [CH3:1][O:2][C:3]1[CH:4]=[C:5]([C:11]2[C:12]([CH3:34])([CH3:33])[C:13](=[O:32])[N:14]([CH:16]3[CH2:21][CH2:20][N:19]([C:22]([C:24]4[CH:29]=[C:28]([OH:30])[CH:27]=[CH:26][C:25]=4[CH3:31])=[O:23])[CH2:18][CH2:17]3)[N:15]=2)[CH:6]=[CH:7][C:8]=1[O:9][CH3:10].C(=O)([O-])[O-].[K+].[K+].I[CH:42]([CH3:44])[CH3:43], predict the reaction product. The product is: [CH3:1][O:2][C:3]1[CH:4]=[C:5]([C:11]2[C:12]([CH3:34])([CH3:33])[C:13](=[O:32])[N:14]([CH:16]3[CH2:21][CH2:20][N:19]([C:22]([C:24]4[CH:29]=[C:28]([O:30][CH:42]([CH3:44])[CH3:43])[CH:27]=[CH:26][C:25]=4[CH3:31])=[O:23])[CH2:18][CH2:17]3)[N:15]=2)[CH:6]=[CH:7][C:8]=1[O:9][CH3:10]. (8) Given the reactants Br[CH2:2][CH2:3][N:4]1[C:27](=[O:28])[N:7]2[CH:8]([C:21]3[CH:26]=[CH:25][CH:24]=[CH:23][CH:22]=3)[C:9]3[NH:10][C:11]4[C:16]([C:17]=3[CH2:18][C:6]2([CH3:29])[C:5]1=[O:30])=[CH:15][C:14]([O:19][CH3:20])=[CH:13][CH:12]=4.[CH3:31][NH:32][CH2:33][CH3:34], predict the reaction product. The product is: [CH2:33]([N:32]([CH3:31])[CH2:2][CH2:3][N:4]1[C:27](=[O:28])[N:7]2[CH:8]([C:21]3[CH:26]=[CH:25][CH:24]=[CH:23][CH:22]=3)[C:9]3[NH:10][C:11]4[C:16]([C:17]=3[CH2:18][C:6]2([CH3:29])[C:5]1=[O:30])=[CH:15][C:14]([O:19][CH3:20])=[CH:13][CH:12]=4)[CH3:34]. (9) Given the reactants [CH3:1][C:2]1[O:6][CH:5]=[C:4]([CH:7]=O)[C:3]=1[SH:9].[C:10]1(P([C:10]2[CH:15]=[CH:14][CH:13]=[CH:12][CH:11]=2)[C:10]2[CH:15]=[CH:14][CH:13]=[CH:12][CH:11]=2)[CH:15]=[CH:14][CH:13]=[CH:12][CH:11]=1.C([Li])CCC, predict the reaction product. The product is: [CH:7](/[C:4]1[C:3]([SH:9])=[C:2]([CH3:1])[O:6][CH:5]=1)=[CH:14]\[CH:15]=[CH:10]/[CH:11]=[CH:12]\[CH3:13].